From a dataset of Full USPTO retrosynthesis dataset with 1.9M reactions from patents (1976-2016). Predict the reactants needed to synthesize the given product. (1) Given the product [C:38]([O:42][C:43]([NH:45][C@H:46]([CH3:54])/[C:47](/[OH:53])=[CH:48]/[C:49]([O:51][CH3:52])=[O:50])=[O:44])([CH3:40])([CH3:41])[CH3:39], predict the reactants needed to synthesize it. The reactants are: C(N[C@@H](C(O)=O)C)(OC(C)(C)C)=O.C(N1C=CN=C1)(N1C=CN=C1)=O.[Cl-].[Mg+2].[Cl-].C(OC)(=O)CC([O-])=O.[K+].[C:38]([O:42][C:43]([NH:45][C@H:46]([CH3:54])[C:47](=[O:53])[CH2:48][C:49]([O:51][CH3:52])=[O:50])=[O:44])([CH3:41])([CH3:40])[CH3:39]. (2) Given the product [CH3:6][C:7]1[C:12]([N+:13]([O-:15])=[O:14])=[CH:11][N:10]=[C:9]([C:16]([O:20][CH2:18][CH3:19])=[O:2])[CH:8]=1, predict the reactants needed to synthesize it. The reactants are: S(=O)(=O)(O)[OH:2].[CH3:6][C:7]1[C:12]([N+:13]([O-:15])=[O:14])=[CH:11][N:10]=[C:9]([C:16]#N)[CH:8]=1.[CH2:18]([OH:20])[CH3:19]. (3) Given the product [P:20]([O-:23])([O-:22])([O:19][CH2:18][C@H:17]([OH:24])[CH2:16][C@H:15]([N:25]([CH3:38])[C:26]([NH:28][CH2:29][C:30]1[CH:35]=[CH:34][CH:33]=[C:32]([F:36])[C:31]=1[Cl:37])=[O:27])[CH2:14][O:13][C:12](=[O:39])[NH:11][C:3]1[N:2]=[CH:1][C:10]2[C:5]([CH:4]=1)=[CH:6][CH:7]=[CH:8][CH:9]=2)=[O:21].[Na+:41].[Na+:41], predict the reactants needed to synthesize it. The reactants are: [CH:1]1[C:10]2[C:5](=[CH:6][CH:7]=[CH:8][CH:9]=2)[CH:4]=[C:3]([NH:11][C:12](=[O:39])[O:13][CH2:14][C@@H:15]([N:25]([CH3:38])[C:26]([NH:28][CH2:29][C:30]2[CH:35]=[CH:34][CH:33]=[C:32]([F:36])[C:31]=2[Cl:37])=[O:27])[CH2:16][C@@H:17]([OH:24])[CH2:18][O:19][P:20]([OH:23])([OH:22])=[O:21])[N:2]=1.[OH-].[Na+:41]. (4) Given the product [CH2:20]([O:23][C:2]1[C:7]([C:8]2[CH:13]=[CH:12][N:11]=[CH:10][CH:9]=2)=[C:6]([C:14]2[O:15][CH:16]=[CH:17][CH:18]=2)[N:5]=[C:4]([NH2:19])[N:3]=1)[CH:21]=[CH2:22], predict the reactants needed to synthesize it. The reactants are: Cl[C:2]1[C:7]([C:8]2[CH:13]=[CH:12][N:11]=[CH:10][CH:9]=2)=[C:6]([C:14]2[O:15][CH:16]=[CH:17][CH:18]=2)[N:5]=[C:4]([NH2:19])[N:3]=1.[CH2:20]([OH:23])[CH:21]=[CH2:22]. (5) Given the product [NH2:13][C:14]1[N:19]=[CH:18][C:17]([CH2:20][CH2:21][C:22]([O:24][CH2:32][CH3:33])=[O:23])=[CH:16][CH:15]=1, predict the reactants needed to synthesize it. The reactants are: S(=O)(=O)(O)O.C(OC([N:13](C(OC(C)(C)C)=O)[C:14]1[N:19]=[CH:18][C:17]([CH2:20][CH2:21][C:22]([OH:24])=[O:23])=[CH:16][CH:15]=1)=O)(C)(C)C.[CH2:32](O)[CH3:33]. (6) Given the product [OH:10][C:7]1[CH:8]=[CH:9][C:3]2[O:2][C:1]([C:21]3[CH:20]=[CH:19][CH:15]=[C:14]([OH:13])[C:22]=3[OH:23])=[N:5][C:4]=2[CH:6]=1, predict the reactants needed to synthesize it. The reactants are: [CH3:1][O:2][C:3]1[CH:9]=[CH:8][C:7]([O:10]C)=[CH:6][C:4]=1[NH2:5].C[O:13][C:14]1[C:22]([O:23]C)=[CH:21][CH:20]=[CH:19][C:15]=1C(O)=O.